Dataset: Catalyst prediction with 721,799 reactions and 888 catalyst types from USPTO. Task: Predict which catalyst facilitates the given reaction. (1) Reactant: Br[C:2]1[S:6][C:5]2[CH:7]=[CH:8][C:9]([Cl:11])=[CH:10][C:4]=2[C:3]=1[CH3:12].[B:13](OC(C)C)([O:18]C(C)C)[O:14]C(C)C.C([Li])CCC. Product: [Cl:11][C:9]1[CH:8]=[CH:7][C:5]2[S:6][C:2]([B:13]([OH:18])[OH:14])=[C:3]([CH3:12])[C:4]=2[CH:10]=1. The catalyst class is: 182. (2) Reactant: [Cl:1][C:2]1[CH:3]=[C:4]2[N:25]=[C:24]([O:26][C@H:27]3[C@H:31]4[O:32][CH2:33][C@@H:34]([OH:35])[C@H:30]4[O:29][CH2:28]3)[N:23]([CH2:36][O:37][CH2:38][CH2:39][Si:40]([CH3:43])([CH3:42])[CH3:41])[C:5]2=[N:6][C:7]=1[C:8]1[CH:13]=[CH:12][C:11](B2OC(C)(C)C(C)(C)O2)=[CH:10][CH:9]=1.Br[C:45]1[CH:50]=[CH:49][C:48]([S:51](=[N:55][CH3:56])([NH:53][CH3:54])=[O:52])=[CH:47][CH:46]=1. Product: [OH:35][C@H:34]1[C@H:30]2[O:29][CH2:28][C@@H:27]([O:26][C:24]3[N:23]([CH2:36][O:37][CH2:38][CH2:39][Si:40]([CH3:42])([CH3:43])[CH3:41])[C:5]4=[N:6][C:7]([C:8]5[CH:13]=[CH:12][C:11]([C:45]6[CH:46]=[CH:47][C:48]([S:51](=[N:53][CH3:54])([NH:55][CH3:56])=[O:52])=[CH:49][CH:50]=6)=[CH:10][CH:9]=5)=[C:2]([Cl:1])[CH:3]=[C:4]4[N:25]=3)[C@H:31]2[O:32][CH2:33]1. The catalyst class is: 12. (3) Reactant: Cl.[NH2:2][CH2:3][C:4]1[CH:12]=[CH:11][CH:10]=[C:9]2[C:5]=1[C:6](=[O:22])[N:7]([CH:14]1[CH2:19][CH2:18][C:17](=[O:20])[NH:16][C:15]1=[O:21])[C:8]2=[O:13].N12CCCN=C1CCCCC2.ON1C2C=CC=CC=2N=N1.[S:44]1[CH:48]=[CH:47][C:46]([CH2:49][C:50](O)=[O:51])=[CH:45]1.Cl.CN(C)CCCN=C=NCC. Product: [O:21]=[C:15]1[CH:14]([N:7]2[C:6](=[O:22])[C:5]3[C:9](=[CH:10][CH:11]=[CH:12][C:4]=3[CH2:3][NH:2][C:50](=[O:51])[CH2:49][C:46]3[CH:47]=[CH:48][S:44][CH:45]=3)[C:8]2=[O:13])[CH2:19][CH2:18][C:17](=[O:20])[NH:16]1. The catalyst class is: 10. (4) Reactant: [Si]([O:8][CH2:9][C:10]1([NH:15][C:16](=[O:22])[O:17][C:18]([CH3:21])([CH3:20])[CH3:19])[CH2:13][CH:12]([OH:14])[CH2:11]1)(C(C)(C)C)(C)C.[CH3:23]N(C1C2C(N(C)C)=CC=CC=2C=CC=1)C.C[O+](C)C. Product: [OH:8][CH2:9][C:10]1([NH:15][C:16](=[O:22])[O:17][C:18]([CH3:21])([CH3:20])[CH3:19])[CH2:13][CH:12]([O:14][CH3:23])[CH2:11]1. The catalyst class is: 448. (5) Reactant: C([O:5][C:6](=[O:28])[CH2:7][O:8][C:9]1[CH:17]=[C:16]2[C:12]([CH:13]=[C:14]([C:19]([O:21][CH2:22][CH3:23])=[O:20])[N:15]2[CH3:18])=[C:11]([C:24]([F:27])([F:26])[F:25])[CH:10]=1)(C)(C)C.S(=O)(=O)(O)O. Product: [CH2:22]([O:21][C:19]([C:14]1[N:15]([CH3:18])[C:16]2[C:12]([CH:13]=1)=[C:11]([C:24]([F:25])([F:27])[F:26])[CH:10]=[C:9]([O:8][CH2:7][C:6]([OH:28])=[O:5])[CH:17]=2)=[O:20])[CH3:23]. The catalyst class is: 15.